Dataset: Forward reaction prediction with 1.9M reactions from USPTO patents (1976-2016). Task: Predict the product of the given reaction. Given the reactants [Cl:1][C:2]1[N:7]=[CH:6][C:5]([C:8]([O:10]CC)=[O:9])=[CH:4][N:3]=1.[OH-].[Na+].Cl, predict the reaction product. The product is: [Cl:1][C:2]1[N:7]=[CH:6][C:5]([C:8]([OH:10])=[O:9])=[CH:4][N:3]=1.